Predict the product of the given reaction. From a dataset of Forward reaction prediction with 1.9M reactions from USPTO patents (1976-2016). Given the reactants C([O-])([O-])=O.[K+].[K+].Cl[CH2:8][CH2:9][C:10]([C:12]1[CH:17]=[CH:16][C:15]([Cl:18])=[CH:14][CH:13]=1)=[O:11].[CH3:19][CH:20]([CH3:36])[C:21]([NH:23][C:24]1[CH:29]=[CH:28][CH:27]=[C:26]([CH:30]2[CH2:35][CH2:34][NH:33][CH2:32][CH2:31]2)[CH:25]=1)=[O:22], predict the reaction product. The product is: [Cl:18][C:15]1[CH:16]=[CH:17][C:12]([C:10](=[O:11])[CH2:9][CH2:8][N:33]2[CH2:34][CH2:35][CH:30]([C:26]3[CH:25]=[C:24]([NH:23][C:21](=[O:22])[CH:20]([CH3:19])[CH3:36])[CH:29]=[CH:28][CH:27]=3)[CH2:31][CH2:32]2)=[CH:13][CH:14]=1.